Task: Predict the reactants needed to synthesize the given product.. Dataset: Full USPTO retrosynthesis dataset with 1.9M reactions from patents (1976-2016) (1) Given the product [CH:2]12[CH2:7][CH:6]1[CH2:5][CH2:4][N:3]2[CH2:15][CH2:16][CH2:17][O:18][C:19]1[CH:20]=[C:21]2[C:25](=[CH:26][CH:27]=1)[NH:24][C:23]([C:28]([N:30]1[CH2:35][CH2:34][O:33][CH2:32][CH2:31]1)=[O:29])=[CH:22]2, predict the reactants needed to synthesize it. The reactants are: Cl.[CH:2]12[CH2:7][CH:6]1[CH2:5][CH2:4][NH:3]2.C(=O)([O-])[O-].[K+].[K+].Cl[CH2:15][CH2:16][CH2:17][O:18][C:19]1[CH:20]=[C:21]2[C:25](=[CH:26][CH:27]=1)[NH:24][C:23]([C:28]([N:30]1[CH2:35][CH2:34][O:33][CH2:32][CH2:31]1)=[O:29])=[CH:22]2. (2) Given the product [C:12]([CH2:11][C:7]1[CH:6]=[C:5]([CH:10]=[CH:9][CH:8]=1)[C:3]([OH:17])=[O:1])([OH:14])=[O:13], predict the reactants needed to synthesize it. The reactants are: [OH-:1].[Na+].[C:3]([C:5]1[CH:6]=[C:7]([CH2:11][C:12]([O:14]C)=[O:13])[CH:8]=[CH:9][CH:10]=1)#N.C[OH:17]. (3) Given the product [ClH:37].[F:34][CH:32]([F:33])[O:31][C:27]1[CH:26]=[C:25]([S:22]([N:20]([C:18]2[CH:17]=[CH:16][C:15]([O:35][CH3:36])=[C:14]([N:11]3[CH2:10][CH2:9][NH:8][CH2:13][CH2:12]3)[CH:19]=2)[CH3:21])(=[O:24])=[O:23])[CH:30]=[CH:29][CH:28]=1, predict the reactants needed to synthesize it. The reactants are: C(OC([N:8]1[CH2:13][CH2:12][N:11]([C:14]2[CH:19]=[C:18]([N:20]([S:22]([C:25]3[CH:30]=[CH:29][CH:28]=[C:27]([O:31][CH:32]([F:34])[F:33])[CH:26]=3)(=[O:24])=[O:23])[CH3:21])[CH:17]=[CH:16][C:15]=2[O:35][CH3:36])[CH2:10][CH2:9]1)=O)(C)(C)C.[ClH:37]. (4) Given the product [ClH:18].[NH2:1][C:3]1[CH:8]=[CH:7][CH:6]=[CH:5][C:4]=1[OH:9], predict the reactants needed to synthesize it. The reactants are: [NH:1]([C:3]1[CH:8]=[CH:7][CH:6]=[CH:5][C:4]=1[OH:9])N.NC1C=CC=CC=1O.[ClH:18]. (5) The reactants are: [CH2:1]([N:6]1[C:14]2[C:9](=[CH:10][CH:11]=[CH:12][CH:13]=2)[C:8]2[CH:15]=[C:16]([C:19]([OH:21])=O)[N:17]=[CH:18][C:7]1=2)[CH2:2][CH2:3][CH2:4][CH3:5].[NH2:22][N:23]1[CH2:28][CH2:27][CH2:26][CH2:25][CH2:24]1. Given the product [CH2:1]([N:6]1[C:14]2[C:9](=[CH:10][CH:11]=[CH:12][CH:13]=2)[C:8]2[CH:15]=[C:16]([C:19]([NH:22][N:23]3[CH2:28][CH2:27][CH2:26][CH2:25][CH2:24]3)=[O:21])[N:17]=[CH:18][C:7]1=2)[CH2:2][CH2:3][CH2:4][CH3:5], predict the reactants needed to synthesize it. (6) Given the product [C:3]([C@H:2]([O:1][S:15]([CH3:14])(=[O:17])=[O:16])[CH3:6])(=[O:4])[NH2:5], predict the reactants needed to synthesize it. The reactants are: [OH:1][C@H:2]([CH3:6])[C:3]([NH2:5])=[O:4].C(N(CC)CC)C.[CH3:14][S:15](Cl)(=[O:17])=[O:16].